This data is from Catalyst prediction with 721,799 reactions and 888 catalyst types from USPTO. The task is: Predict which catalyst facilitates the given reaction. (1) Reactant: [Br:1][C:2]1[CH:3]=[C:4]([N+:16]([O-])=O)[C:5]([C:8]2[CH:13]=[CH:12][C:11]([O:14][CH3:15])=[CH:10][CH:9]=2)=[N:6][CH:7]=1.O.O.[Sn](Cl)Cl. Product: [Br:1][C:2]1[CH:3]=[C:4]([NH2:16])[C:5]([C:8]2[CH:9]=[CH:10][C:11]([O:14][CH3:15])=[CH:12][CH:13]=2)=[N:6][CH:7]=1. The catalyst class is: 25. (2) Reactant: Cl.[NH2:2][OH:3].C(=O)(O)[O-].[Na+].[OH:9][CH2:10][C:11]1[NH:12][C:13]2[C:18]([CH:19]=1)=[CH:17][C:16]([C:20]#[N:21])=[CH:15][CH:14]=2. Product: [OH:3][NH:2][C:20]([C:16]1[CH:17]=[C:18]2[C:13](=[CH:14][CH:15]=1)[NH:12][C:11]([CH2:10][OH:9])=[CH:19]2)=[NH:21]. The catalyst class is: 14.